Dataset: Full USPTO retrosynthesis dataset with 1.9M reactions from patents (1976-2016). Task: Predict the reactants needed to synthesize the given product. (1) Given the product [OH:39][CH2:40][CH:41]1[N:46]([C:12]2[N:11]=[C:10]([C:7]3[CH:8]=[CH:9][C:4]([CH2:3][O:2][CH3:1])=[CH:5][CH:6]=3)[CH:15]=[CH:14][N:13]=2)[CH2:45][CH2:44][N:43]([C:47]([O:49][C:50]([CH3:53])([CH3:52])[CH3:51])=[O:48])[CH2:42]1, predict the reactants needed to synthesize it. The reactants are: [CH3:1][O:2][CH2:3][C:4]1[CH:9]=[CH:8][C:7]([C:10]2[CH:15]=[CH:14][N:13]=[C:12](N3CCN(C(NC4(C)C5CCN(CC5)CC4)=O)CC3C(F)(F)F)[N:11]=2)=[CH:6][CH:5]=1.[OH:39][CH2:40][CH:41]1[NH:46][CH2:45][CH2:44][N:43]([C:47]([O:49][C:50]([CH3:53])([CH3:52])[CH3:51])=[O:48])[CH2:42]1. (2) Given the product [CH:24]1([C:22]2[N:23]=[C:18]3[CH:17]=[CH:16][C:15]([N:12]4[CH:13]=[CH:14][C:9]([OH:8])=[CH:10][C:11]4=[O:28])=[CH:20][N:19]3[C:21]=2[CH3:27])[CH2:26][CH2:25]1, predict the reactants needed to synthesize it. The reactants are: C([O:8][C:9]1[CH:14]=[CH:13][N:12]([C:15]2[CH:16]=[CH:17][C:18]3[N:19]([C:21]([CH3:27])=[C:22]([CH:24]4[CH2:26][CH2:25]4)[N:23]=3)[CH:20]=2)[C:11](=[O:28])[CH:10]=1)C1C=CC=CC=1. (3) Given the product [CH3:29][Si:2]([CH3:28])([CH3:1])[CH2:3][CH2:4][O:5][CH2:6][N:7]([CH2:20][O:21][CH2:22][CH2:23][Si:24]([CH3:27])([CH3:26])[CH3:25])[C:8]1[N:13]2[N:14]=[CH:15][CH:16]=[C:12]2[N:11]=[C:10]([C:17](=[N:31][OH:32])[CH3:18])[CH:9]=1, predict the reactants needed to synthesize it. The reactants are: [CH3:1][Si:2]([CH3:29])([CH3:28])[CH2:3][CH2:4][O:5][CH2:6][N:7]([CH2:20][O:21][CH2:22][CH2:23][Si:24]([CH3:27])([CH3:26])[CH3:25])[C:8]1[N:13]2[N:14]=[CH:15][CH:16]=[C:12]2[N:11]=[C:10]([C:17](=O)[CH3:18])[CH:9]=1.Cl.[NH2:31][OH:32]. (4) The reactants are: [C:1]1([C:18]2[CH:23]=[CH:22][CH:21]=[CH:20][CH:19]=2)[CH:6]=[CH:5][C:4]([C@H:7]([NH:10]C(=O)OC(C)(C)C)[CH2:8][OH:9])=[CH:3][CH:2]=1.Cl. Given the product [NH2:10][C@@H:7]([C:4]1[CH:5]=[CH:6][C:1]([C:18]2[CH:23]=[CH:22][CH:21]=[CH:20][CH:19]=2)=[CH:2][CH:3]=1)[CH2:8][OH:9], predict the reactants needed to synthesize it.